Dataset: Drug-target binding data from BindingDB using IC50 measurements. Task: Regression. Given a target protein amino acid sequence and a drug SMILES string, predict the binding affinity score between them. We predict pIC50 (pIC50 = -log10(IC50 in M); higher means more potent). Dataset: bindingdb_ic50. (1) The drug is CN1c2ccc(C=O)c3c(C=O)ccc(c23)N(C)C1(C)C. The target protein sequence is MFAVHLMAFYFSKLKEDQIKKVDRFLYHMRLSDDTLLDIMRRFRAEMEKGLAKDTNPTAAVKMLPTFVRAIPDGSENGEFLSLDLGGSKFRVLKVQVAEEGKRHVQMESQFYPTPNEIIRGNGTELFEYVADCLADFMKTKDLKHKKLPLGLTFSFPCRQTKLEEGVLLSWTKKFKARGVQDTDVVSRLTKAMRRHKDMDVDILALVNDTVGTMMTCAYDDPYCEVGVIIGTGTNACYMEDMSNIDLVEGDEGRMCINTEWGAFGDDGALEDIRTEFDRELDLGSLNPGKQLFEKMISGLYLGELVRLILLKMAKAGLLFGGEKSSALHTKGKIETRHVAAMEKYKEGLANTREILVDLGLEPSEADCIAVQHVCTIVSFRSANLCAAALAAILTRLRENKKVERLRTTVGMDGTLYKIHPQYPKRLHKVVRKLVPSCDVRFLLSESGSTKGAAMVTAVASRVQAQRKQIDRVLALFQLTREQLVDVQAKMRAELEYGLK.... The pIC50 is 4.9. (2) The drug is O=C(NC1CCS(=O)(=O)CC1)[C@@H]1CC[C@@H]2CN1C(=O)N2OS(=O)(=O)O. The target protein sequence is MKKFILPIFSISILVSLSACSSIKTKSEDNFHISSQQHEKAIKSYFDEAQTQGVIIIKEGKNLSTYGNALARANKEYVPASTFKMLNALIGLENHKATTNEIFKWDGKKRTYPMWEKDMTLGEAMALSAVPVYQELARRTGLELMQKEVKRVNFGNTNIGTQVDNFWLVGPLKITPVQEVNFADDLAHNRLPFKLETQEEVKKMLLIKEVNGSKIYAKSGWGMGVTPQVGWLTGWVEQANGKKIPFSLNLEMKEGMSGSIRNEITYKSLENLGII. The pIC50 is 4.3. (3) The small molecule is COc1ccc2cc(-c3cc(-c4cc(Cl)cc(Cl)c4)nn3[C@@H](C)c3ccc(C(=O)NCCC(=O)O)cc3)ccc2c1. The target protein sequence is MPPCQPRRPLLLLLLLLACQPQAPSAQVMDFLFEKWKLYGDQCHHNLSLLPPPTELVCNRTFDKYSCWPDTPANTTANISCPWYLPWHHKVQHRFVFKRCGPDGQWVRGPRGQPWRDASQCQMDGEELEVQKEVAKMYSSFQVMYTVGYSLSLGALLLALAVLGGISKLHCTRNAIHANLFVSFVLKASSVLVIDGLLRTRYSQKIGDDLSVSIWLSDGAVAGCRVAAVFMQYGVVANYCWLLVEGLYLHNLLGLATLPERSFFSLYLGIGWGAPMLFIIPWVVVRCLFENIQCWTSNDNMGFWWILRFPVFLAILINFFIFIRIVHLLVAKLRAREMHHTDYKFRLAKSTLTLIPLLGVHEVVFAFVTDEHAQGTLRFAKLFFDLFLSSFQGLLVAVLYCFLNKEVQSELRRHWHRWRLGKVLQEERGTSNHKAPSAPGQGLPGKKLQSGRDGGSQDSSAEIPLAGGLPRLAESPF. The pIC50 is 7.2. (4) The pIC50 is 5.5. The target protein sequence is MLARALLLCAVLALSHTANPCCSHPCQNRGVCMSVGFDQYKCDCTRTGFYGENCSTPEFLTRIKLFLKPTPNTVHYILTHFKGFWNVVNNIPFLRNAIMSYVLTSRSHLIDSPPTYNADYGYKSWEAFSNLSYYTRALPPVPDDCPTPLGVKGKKQLPDSNEIVGKLLLRRKFIPDPQGSNMMFAFFAQHFTHQFFKTDHKRGPAFTNGLGHGVDLNHIYGETLARQRKLRLFKDGKMKYQIIDGEMYPPTVKDTQAEMIYPPQVPEHLRFAVGQEVFGLVPGLMMYATIWLREHNRVCDVLKQEHPEWGDEQLFQTSRLILIGETIKIVIEDYVQHLSGYHFKLKFDPELLFNKQFQYQNRIAAEFNTLYHWHPLLPDTFQIHDQKYNYQQFIYNNSILLEHGITQFVESFTRQIAGRVAGGRNVPPAVQKVSQASIDQSRQMKYQSFNEYRKRFMLKPYESFEELTGEKEMSAELEALYGDIDAVELYPALLVEKPRP.... The small molecule is NS(=O)(=O)c1ccc(-n2nc(-c3ccc(O)cc3)cc2-c2ccc(C(F)(F)F)cc2)cc1. (5) The small molecule is Cc1c(Nc2c(C#N)cncc2-c2cc3cc(CN4CCNCC4)ccc3o2)ccc2[nH]ccc12. The target protein (Q02111) has sequence MSPFLRIGLSNFDCGTCQACQGEAVNPYCAVLVKEYVESENGQMYIQKKPTMYPPWDSTFDAHINKGRVMQIIVKGKNVDLISETTVELYSLAERCRKNNGRTEIWLELKPQGRMLMNARYFLEMSDTKDMSEFENEGFFALHQRRGAIKQAKVHHVKCHEFTATFFPQPTFCSVCHEFVWGLNKQGYQCRQCNAAIHKKCIDKVIAKCTGSAINSRETMFHKERFKIDMPHRFKVYNYKSPTFCEHCGTLLWGLARQGLKCDACGMNVHHRCQTKVANLCGINQKLMAEALAMIESTQQARSLRDSEHIFREGPVEIGLPCSTKNETRPPCVPTPGKREPQGISWDSPLDGSNKSAGPPEPEVSMRRTSLQLKLKIDDFILHKMLGKGSFGKVFLAEFKRTNQFFAIKALKKDVVLMDDDVECTMVEKRVLSLAWEHPFLTHMFCTFQTKENLFFVMEYLNGGDLMYHIQSCHKFDLSRATFYAAEVILGLQFLHSKGI.... The pIC50 is 7.8.